This data is from Catalyst prediction with 721,799 reactions and 888 catalyst types from USPTO. The task is: Predict which catalyst facilitates the given reaction. Reactant: [CH2:1]([O:11][C:12]1[CH:28]=[CH:27][C:15]([C:16]([O:18][C:19]2[CH:24]=[CH:23][C:22]([CH:25]=[O:26])=[CH:21][CH:20]=2)=[O:17])=[CH:14][CH:13]=1)[CH2:2][CH2:3][CH2:4][CH2:5][CH2:6][CH2:7][CH2:8][CH2:9][CH3:10].[CH2:29](OC1C=CC(C(OC)=O)=CC=1)CCCCCCCCC=C.[OH-].[K+].C(Cl)(=O)C(Cl)=O.OC1C=CC(C=O)=CC=1.C(N(CC)CC)C. Product: [CH2:1]([O:11][C:12]1[CH:28]=[CH:27][C:15]([C:16]([O:18][C:19]2[CH:24]=[CH:23][C:22]([CH:25]=[O:26])=[CH:21][CH:20]=2)=[O:17])=[CH:14][CH:13]=1)[CH2:2][CH2:3][CH2:4][CH2:5][CH2:6][CH2:7][CH2:8][CH2:9][CH:10]=[CH2:29]. The catalyst class is: 142.